From a dataset of Forward reaction prediction with 1.9M reactions from USPTO patents (1976-2016). Predict the product of the given reaction. Given the reactants [CH3:1][O:2][C:3](=[O:15])[C:4]1[CH:9]=[CH:8][C:7]([O:10][CH:11]([F:13])[F:12])=[C:6]([OH:14])[CH:5]=1.C([O-])([O-])=O.[K+].[K+].[Na+].[I-].Br[C:25]1([CH3:28])[CH2:27][CH2:26]1, predict the reaction product. The product is: [CH3:1][O:2][C:3](=[O:15])[C:4]1[CH:9]=[CH:8][C:7]([O:10][CH:11]([F:12])[F:13])=[C:6]([O:14][CH2:28][CH:25]2[CH2:27][CH2:26]2)[CH:5]=1.